From a dataset of Full USPTO retrosynthesis dataset with 1.9M reactions from patents (1976-2016). Predict the reactants needed to synthesize the given product. (1) Given the product [F:41][C:40]([F:43])([F:42])[S:37]([O:29][C:24]1[CH:23]=[CH:22][C:21]2[C:26](=[CH:27][CH:28]=[C:19]([C:13]3[CH:14]=[CH:15][C:16]([O:17][CH3:18])=[C:11]([C:1]45[CH2:8][CH:7]6[CH2:6][CH:5]([CH2:4][CH:3]([CH2:9]6)[CH2:2]4)[CH2:10]5)[CH:12]=3)[CH:20]=2)[CH:25]=1)(=[O:39])=[O:38], predict the reactants needed to synthesize it. The reactants are: [C:1]12([C:11]3[CH:12]=[C:13]([C:19]4[CH:20]=[C:21]5[C:26](=[CH:27][CH:28]=4)[CH:25]=[C:24]([OH:29])[CH:23]=[CH:22]5)[CH:14]=[CH:15][C:16]=3[O:17][CH3:18])[CH2:10][CH:5]3[CH2:6][CH:7]([CH2:9][CH:3]([CH2:4]3)[CH2:2]1)[CH2:8]2.CCN(CC)CC.[S:37](O[S:37]([C:40]([F:43])([F:42])[F:41])(=[O:39])=[O:38])([C:40]([F:43])([F:42])[F:41])(=[O:39])=[O:38].O. (2) Given the product [CH2:41]([O:40][C:38]1[CH:37]=[C:34]([CH:35]([OH:36])[CH2:15][C:12]2[N:13]=[CH:14][C:9]([OH:8])=[CH:10][CH:11]=2)[CH:33]=[C:32]([O:31][CH2:24][C:25]2[CH:30]=[CH:29][CH:28]=[CH:27][CH:26]=2)[CH:39]=1)[C:42]1[CH:43]=[CH:44][CH:45]=[CH:46][CH:47]=1, predict the reactants needed to synthesize it. The reactants are: [Si]([O:8][C:9]1[CH:10]=[CH:11][C:12]([CH3:15])=[N:13][CH:14]=1)(C(C)(C)C)(C)C.[Li+].CC([N-]C(C)C)C.[CH2:24]([O:31][C:32]1[CH:33]=[C:34]([CH:37]=[C:38]([O:40][CH2:41][C:42]2[CH:47]=[CH:46][CH:45]=[CH:44][CH:43]=2)[CH:39]=1)[CH:35]=[O:36])[C:25]1[CH:30]=[CH:29][CH:28]=[CH:27][CH:26]=1.Cl.N. (3) Given the product [Br:10][CH2:1][CH2:2][CH2:3][CH2:4][CH2:5][CH2:6][CH2:7][OH:8], predict the reactants needed to synthesize it. The reactants are: [CH2:1](O)[CH2:2][CH2:3][CH2:4][CH2:5][CH2:6][CH2:7][OH:8].[BrH:10].O.